From a dataset of Forward reaction prediction with 1.9M reactions from USPTO patents (1976-2016). Predict the product of the given reaction. (1) Given the reactants [N+:1]([O-:4])(O)=[O:2].S(=O)(=O)(O)O.[Br:10][C:11]1[CH:16]=[CH:15][CH:14]=[C:13]([CH3:17])[N+:12]=1[O-:18].C(=O)(O)[O-].[Na+], predict the reaction product. The product is: [Br:10][C:11]1[CH:16]=[C:15]([N+:1]([O-:4])=[O:2])[CH:14]=[C:13]([CH3:17])[N+:12]=1[O-:18]. (2) Given the reactants [Cl:1][C:2]1[C:7]([C:8]([NH:10][C:11]2[CH:12]=[C:13]3[C:19]([O:20][CH3:21])=[N:18][N:17](CC4C=CC(OC)=CC=4)[C:14]3=[N:15][CH:16]=2)=[O:9])=[C:6]([F:31])[C:5]([NH:32][S:33]([CH2:36][CH2:37][CH2:38][O:39][C:40]2[CH:45]=[CH:44][C:43]([O:46][CH3:47])=[CH:42][CH:41]=2)(=[O:35])=[O:34])=[CH:4][CH:3]=1.C(O)(C(F)(F)F)=O, predict the reaction product. The product is: [Cl:1][C:2]1[C:7]([C:8]([NH:10][C:11]2[CH:12]=[C:13]3[C:19]([O:20][CH3:21])=[N:18][NH:17][C:14]3=[N:15][CH:16]=2)=[O:9])=[C:6]([F:31])[C:5]([NH:32][S:33]([CH2:36][CH2:37][CH2:38][O:39][C:40]2[CH:41]=[CH:42][C:43]([O:46][CH3:47])=[CH:44][CH:45]=2)(=[O:35])=[O:34])=[CH:4][CH:3]=1. (3) Given the reactants [Cl:1][C:2]1[CH:3]=[C:4]([CH:10]=[CH:11][CH:12]=1)[CH:5]([OH:9])[C:6]([OH:8])=[O:7].[C:13](Cl)(=[O:15])[CH3:14], predict the reaction product. The product is: [C:13]([O:9][CH:5]([C:4]1[CH:10]=[CH:11][CH:12]=[C:2]([Cl:1])[CH:3]=1)[C:6]([OH:8])=[O:7])(=[O:15])[CH3:14]. (4) Given the reactants [CH:1]([N:4]1[C:9](=[O:10])[CH:8]=[C:7]([NH:11][C@@H:12]([C:17]2[CH:22]=[CH:21][CH:20]=[CH:19][CH:18]=2)[CH2:13][C:14]([OH:16])=O)[NH:6][C:5]1=[O:23])([CH3:3])[CH3:2].N1C=CC=CC=1.C(Cl)(=O)C, predict the reaction product. The product is: [CH:1]([N:4]1[C:9](=[O:10])[C:8]2[C:14](=[O:16])[CH2:13][C@H:12]([C:17]3[CH:22]=[CH:21][CH:20]=[CH:19][CH:18]=3)[NH:11][C:7]=2[NH:6][C:5]1=[O:23])([CH3:2])[CH3:3]. (5) Given the reactants [Cl:1][C:2]1[CH:7]=[CH:6][C:5]([S:8]([CH2:11][C:12]2[CH:17]=[C:16]([F:18])[CH:15]=[CH:14][C:13]=2[F:19])(=[O:10])=[O:9])=[CH:4][CH:3]=1.[S:20]1[CH2:25][CH2:24][CH:23](O)[CH2:22][CH2:21]1.C(C=P(CCCC)(CCCC)CCCC)#N, predict the reaction product. The product is: [Cl:1][C:2]1[CH:7]=[CH:6][C:5]([S:8]([CH:11]([C:12]2[CH:17]=[C:16]([F:18])[CH:15]=[CH:14][C:13]=2[F:19])[CH:23]2[CH2:24][CH2:25][S:20][CH2:21][CH2:22]2)(=[O:10])=[O:9])=[CH:4][CH:3]=1. (6) Given the reactants [OH-].[K+].[C:3]1([CH2:9][CH2:10][OH:11])[CH:8]=[CH:7][CH:6]=[CH:5][CH:4]=1.[CH2:36]([O:35]P([O:35][CH2:36][CH2:37][CH2:38][CH2:39][CH2:40][CH2:41][CH2:42]C(C)C)[O:35][CH2:36][CH2:37][CH2:38][CH2:39][CH2:40][CH2:41][CH2:42]C(C)C)[CH2:37][CH2:38][CH2:39][CH2:40][CH2:41][CH2:42]C(C)C, predict the reaction product. The product is: [C:36]([O:11][CH2:10][CH2:9][C:3]1[CH:8]=[CH:7][CH:6]=[CH:5][CH:4]=1)(=[O:35])[C:37]1[CH:38]=[CH:39][CH:40]=[CH:41][CH:42]=1. (7) Given the reactants Br[C:2]1[CH:21]=[CH:20][C:5]2[N:6]=[C:7]([N:9]3[CH2:13][CH2:12][C@@H:11]([N:14]4[CH2:19][CH2:18][CH2:17][CH2:16][CH2:15]4)[CH2:10]3)[S:8][C:4]=2[CH:3]=1.[B:22]1([B:22]2[O:26][C:25]([CH3:28])([CH3:27])[C:24]([CH3:30])([CH3:29])[O:23]2)[O:26][C:25]([CH3:28])([CH3:27])[C:24]([CH3:30])([CH3:29])[O:23]1.C([O-])(=O)C.[K+], predict the reaction product. The product is: [N:14]1([C@@H:11]2[CH2:12][CH2:13][N:9]([C:7]3[S:8][C:4]4[CH:3]=[C:2]([B:22]5[O:26][C:25]([CH3:28])([CH3:27])[C:24]([CH3:30])([CH3:29])[O:23]5)[CH:21]=[CH:20][C:5]=4[N:6]=3)[CH2:10]2)[CH2:19][CH2:18][CH2:17][CH2:16][CH2:15]1.